From a dataset of Full USPTO retrosynthesis dataset with 1.9M reactions from patents (1976-2016). Predict the reactants needed to synthesize the given product. (1) Given the product [N:62]1[CH:63]=[CH:64][CH:65]=[C:60]([C:57]2[CH:58]=[C:59]3[C:49]4[C:50](=[N:51][CH:52]=[C:47]([C:44]5[CH:45]=[CH:46][C:41]([N:35]6[CH2:36][CH2:37][N:38]([C:32](=[O:34])[CH3:33])[CH2:39][CH2:40]6)=[CH:42][CH:43]=5)[CH:48]=4)[NH:53][C:54]3=[CH:55][N:56]=2)[CH:61]=1, predict the reactants needed to synthesize it. The reactants are: N1C=CC=C(C2C=C3C4C(=NC=C(C5C=C(N6CCN([C:32](=[O:34])[CH3:33])CC6)C=CC=5)C=4)NC3=CN=2)C=1.[N:35]1([C:41]2[CH:46]=[CH:45][C:44]([C:47]3[CH:48]=[C:49]4[C:59]5[C:54](=[CH:55][N:56]=[C:57]([C:60]6[CH:61]=[N:62][CH:63]=[CH:64][CH:65]=6)[CH:58]=5)[NH:53][C:50]4=[N:51][CH:52]=3)=[CH:43][CH:42]=2)[CH2:40][CH2:39][NH:38][CH2:37][CH2:36]1. (2) Given the product [Cl:18][C:15]1[C:4]([C:5]([O:7][CH2:8][C:9]2[CH:14]=[CH:13][CH:12]=[CH:11][CH:10]=2)=[O:6])=[C:3]([F:19])[C:2]([N:1]([S:30]([CH2:29][CH2:28][CH2:27][O:26][C:43]2[CH:42]=[CH:44][C:22]([O:21][CH3:20])=[CH:23][CH:24]=2)(=[O:32])=[O:31])[S:30]([CH2:29][CH2:28][CH2:27][O:26][C:25]2[CH:34]=[CH:35][C:22]([O:21][CH3:20])=[CH:23][CH:24]=2)(=[O:32])=[O:31])=[CH:17][CH:16]=1, predict the reactants needed to synthesize it. The reactants are: [NH2:1][C:2]1[C:3]([F:19])=[C:4]([C:15]([Cl:18])=[CH:16][CH:17]=1)[C:5]([O:7][CH2:8][C:9]1[CH:14]=[CH:13][CH:12]=[CH:11][CH:10]=1)=[O:6].[CH3:20][O:21][C:22]1[CH:35]=[CH:34][C:25]([O:26][CH2:27][CH2:28][CH2:29][S:30](Cl)(=[O:32])=[O:31])=[CH:24][CH:23]=1.C(N([CH:42]([CH3:44])[CH3:43])C(C)C)C. (3) Given the product [Cl:24][C:20]1[CH:19]=[C:18]([CH:23]=[CH:22][CH:21]=1)[CH2:17][N:14]1[CH2:15][CH2:16][C:11]2([C:8]3[C:9](=[O:10])[N:4]([CH2:3][C@H:2]([NH:1][CH2:61][CH2:60][CH2:59][C:58]([O:57][CH2:55][CH3:56])=[O:63])[C:40]4[CH:41]=[CH:42][CH:43]=[CH:44][CH:45]=4)[C:5](=[O:39])[N:6]([CH2:27][C:28]4[C:33]([C:34]([F:37])([F:36])[F:35])=[CH:32][CH:31]=[CH:30][C:29]=4[F:38])[C:7]=3[CH2:26][O:25]2)[CH2:12][CH2:13]1, predict the reactants needed to synthesize it. The reactants are: [NH2:1][C@H:2]([C:40]1[CH:45]=[CH:44][CH:43]=[CH:42][CH:41]=1)[CH2:3][N:4]1[C:9](=[O:10])[C:8]2[C:11]3([O:25][CH2:26][C:7]=2[N:6]([CH2:27][C:28]2[C:33]([C:34]([F:37])([F:36])[F:35])=[CH:32][CH:31]=[CH:30][C:29]=2[F:38])[C:5]1=[O:39])[CH2:16][CH2:15][N:14]([CH2:17][C:18]1[CH:23]=[CH:22][CH:21]=[C:20]([Cl:24])[CH:19]=1)[CH2:13][CH2:12]3.C(N(CC)C(C)C)(C)C.[CH2:55]([O:57][C:58](=[O:63])[CH2:59][CH2:60][CH2:61]Br)[CH3:56]. (4) Given the product [CH2:1]([N:3]([CH2:31][C:25]1[NH:26][C:27](=[O:30])[C:28]2[S:29][C:21]([C:9]3[CH:8]=[N:7][NH:15][C:16]=3[CH3:17])=[CH:22][C:23]=2[N:24]=1)[CH2:4][CH3:5])[CH3:2], predict the reactants needed to synthesize it. The reactants are: [CH2:1]([NH:3][CH2:4][CH3:5])[CH3:2].C[N:7](C)[C:8](=O)[CH3:9].[I-].[Na+].C[N:15](C)[C:16](=O)[CH3:17].Br[C:21]1[S:29][C:28]2[C:27](=[O:30])[NH:26][C:25]([CH2:31]Cl)=[N:24][C:23]=2[CH:22]=1.CN(C)C(=O)C.C(=O)([O-])[O-].[K+].[K+]. (5) Given the product [CH2:1]([N:8]1[CH2:9][CH:10]([C:12]2[CH:13]=[CH:14][C:15]([Br:18])=[CH:16][CH:17]=2)[O:11][CH2:27][C:28]1=[O:29])[C:2]1[CH:3]=[CH:4][CH:5]=[CH:6][CH:7]=1, predict the reactants needed to synthesize it. The reactants are: [CH2:1]([NH:8][CH2:9][CH:10]([C:12]1[CH:17]=[CH:16][C:15]([Br:18])=[CH:14][CH:13]=1)[OH:11])[C:2]1[CH:7]=[CH:6][CH:5]=[CH:4][CH:3]=1.CCN(CC)CC.Cl[CH2:27][C:28](Cl)=[O:29].[OH-].[K+]. (6) Given the product [F:14][C:3]1[CH:4]=[C:5]([C:8]2([C:11]([OH:13])=[O:12])[CH2:10][CH2:9]2)[CH:6]=[CH:7][C:2]=1[C:15]1[CH:20]=[CH:19][CH:18]=[CH:17][CH:16]=1, predict the reactants needed to synthesize it. The reactants are: Br[C:2]1[CH:7]=[CH:6][C:5]([C:8]2([C:11]([OH:13])=[O:12])[CH2:10][CH2:9]2)=[CH:4][C:3]=1[F:14].[C:15]1(B(O)O)[CH:20]=[CH:19][CH:18]=[CH:17][CH:16]=1.C([O-])([O-])=O.[K+].[K+].Cl. (7) Given the product [CH3:46][NH:45][C:43]([C:42]1[CH:47]=[CH:48][CH:49]=[CH:50][C:41]=1[NH:40][C:38]1[C:37]([C:51]([F:54])([F:53])[F:52])=[CH:36][N:35]=[C:34]([NH:77][C:78]2[CH:79]=[CH:80][C:81]([CH2:82][P:83](=[O:90])([O:84][CH2:85][CH3:86])[O:87][CH2:88][CH3:89])=[CH:91][CH:92]=2)[N:39]=1)=[O:44], predict the reactants needed to synthesize it. The reactants are: ClC1N=C(Cl)C(C(F)(F)F)=CN=1.NC1C=CC=CC=1C(NC)=O.C(N(C(C)C)CC)(C)C.Cl[C:34]1[N:39]=[C:38]([NH:40][C:41]2[CH:50]=[CH:49][CH:48]=[CH:47][C:42]=2[C:43]([NH:45][CH3:46])=[O:44])[C:37]([C:51]([F:54])([F:53])[F:52])=[CH:36][N:35]=1.ClC1C(C(F)(F)F)=CN=C(NC2C=CC=CC=2C(NC)=O)N=1.[NH2:77][C:78]1[CH:92]=[CH:91][C:81]([CH2:82][P:83](=[O:90])([O:87][CH2:88][CH3:89])[O:84][CH2:85][CH3:86])=[CH:80][CH:79]=1.C(O)(C(F)(F)F)=O. (8) Given the product [F:1][C:2]1[CH:3]=[CH:4][C:5]([O:23][CH3:24])=[C:6]([C:8]2[CH:13]=[CH:12][N:11]=[C:10]3[NH:14][C:15]([CH:17]4[CH2:18][CH2:19][N:20]([S:27]([NH:26][CH3:25])(=[O:29])=[O:28])[CH2:21][CH2:22]4)=[CH:16][C:9]=23)[CH:7]=1, predict the reactants needed to synthesize it. The reactants are: [F:1][C:2]1[CH:3]=[CH:4][C:5]([O:23][CH3:24])=[C:6]([C:8]2[CH:13]=[CH:12][N:11]=[C:10]3[NH:14][C:15]([CH:17]4[CH2:22][CH2:21][NH:20][CH2:19][CH2:18]4)=[CH:16][C:9]=23)[CH:7]=1.[CH3:25][NH:26][S:27](Cl)(=[O:29])=[O:28].C(N(CC)CC)C. (9) Given the product [O:25]=[C:13]1[N:12]([C:9]2[CH:10]=[CH:11][C:6]([O:5][CH2:4][CH2:3][CH2:2][N:28]3[CH2:33][CH2:32][CH2:31][CH2:30][CH2:29]3)=[CH:7][CH:8]=2)[CH2:17][CH2:16][N:15]([C:18]([O:20][C:21]([CH3:24])([CH3:23])[CH3:22])=[O:19])[CH2:14]1, predict the reactants needed to synthesize it. The reactants are: Cl[CH2:2][CH2:3][CH2:4][O:5][C:6]1[CH:11]=[CH:10][C:9]([N:12]2[CH2:17][CH2:16][N:15]([C:18]([O:20][C:21]([CH3:24])([CH3:23])[CH3:22])=[O:19])[CH2:14][C:13]2=[O:25])=[CH:8][CH:7]=1.[I-].[Na+].[NH:28]1[CH2:33][CH2:32][CH2:31][CH2:30][CH2:29]1.